This data is from Forward reaction prediction with 1.9M reactions from USPTO patents (1976-2016). The task is: Predict the product of the given reaction. (1) Given the reactants [CH3:1][O:2][C:3](=[O:18])[C:4]1[CH:9]=[CH:8][CH:7]=[CH:6][C:5]=1[C:10]([N:12]1[CH2:16][C@@H:15]([OH:17])[CH2:14][O:13]1)=[O:11].C(N(CC)C(C)C)(C)C.[CH3:28][S:29](Cl)(=[O:31])=[O:30], predict the reaction product. The product is: [CH3:1][O:2][C:3](=[O:18])[C:4]1[CH:9]=[CH:8][CH:7]=[CH:6][C:5]=1[C:10]([N:12]1[CH2:16][C@@H:15]([O:17][S:29]([CH3:28])(=[O:31])=[O:30])[CH2:14][O:13]1)=[O:11]. (2) Given the reactants Cl[C:2]1[N:7]=[C:6]([NH2:8])[N:5]=[C:4]([NH:9][CH:10]2[CH2:15][CH2:14][CH2:13][CH2:12][CH2:11]2)[CH:3]=1.[C:16]([C:18]1[CH:23]=[CH:22][C:21](B(O)O)=[CH:20][C:19]=1[F:27])#[N:17].C([O-])(O)=O.[Na+], predict the reaction product. The product is: [NH2:8][C:6]1[N:7]=[C:2]([C:21]2[CH:22]=[CH:23][C:18]([C:16]#[N:17])=[C:19]([F:27])[CH:20]=2)[CH:3]=[C:4]([NH:9][CH:10]2[CH2:15][CH2:14][CH2:13][CH2:12][CH2:11]2)[N:5]=1. (3) Given the reactants [Cl:1][C:2]1[N:7]=[C:6]([C:8](OCC)=[O:9])[C:5]([NH:13][CH2:14][CH2:15][O:16][CH3:17])=[CH:4][N:3]=1.[NH3:18], predict the reaction product. The product is: [Cl:1][C:2]1[N:7]=[C:6]([C:8]([NH2:18])=[O:9])[C:5]([NH:13][CH2:14][CH2:15][O:16][CH3:17])=[CH:4][N:3]=1. (4) Given the reactants [C:1]1([CH:7]2[CH2:9][CH:8]2C(O)=O)[CH:6]=[CH:5][CH:4]=[CH:3][CH:2]=1.C([N:15]([CH2:18]C)CC)C.C1C=CC(P(N=[N+]=[N-])(C2C=CC=CC=2)=[O:27])=CC=1, predict the reaction product. The product is: [N:15]([CH:8]1[CH2:9][CH:7]1[C:1]1[CH:2]=[CH:3][CH:4]=[CH:5][CH:6]=1)=[C:18]=[O:27]. (5) Given the reactants Cl[C:2]1[N:12]=[C:11]2[C:5]([N:6]([CH3:21])[C:7](=[O:20])[C:8]([CH3:19])([CH3:18])[CH2:9][N:10]2[CH:13]2[CH2:17][CH2:16][CH2:15][CH2:14]2)=[CH:4][N:3]=1.[NH2:22][C:23]1[CH:31]=[CH:30][C:26]([C:27]([OH:29])=[O:28])=[CH:25][C:24]=1OC.O.Cl, predict the reaction product. The product is: [CH:13]1([N:10]2[CH2:9][C:8]([CH3:19])([CH3:18])[C:7](=[O:20])[N:6]([CH3:21])[C:5]3[C:11]2=[N:12][C:2]([NH:22][C:23]2[CH:31]=[CH:30][C:26]([C:27]([OH:29])=[O:28])=[CH:25][CH:24]=2)=[N:3][CH:4]=3)[CH2:17][CH2:16][CH2:15][CH2:14]1. (6) Given the reactants [OH:1][CH:2]1[CH2:11][CH2:10][CH2:9][CH:8]2[C:3]1([C:14]1[CH:19]=[CH:18][CH:17]=[C:16]([O:20][CH3:21])[CH:15]=1)[CH2:4][CH2:5][C:6](=[O:13])[CH:7]2[CH3:12].[CH2:22](O)[CH2:23][OH:24].O.C1(C)C=CC(S(O)(=O)=O)=CC=1, predict the reaction product. The product is: [CH3:21][O:20][C:16]1[CH:15]=[C:14]([C:3]23[CH:2]([OH:1])[CH2:11][CH2:10][CH2:9][CH:8]2[CH:7]([CH3:12])[C:6]2([O:24][CH2:23][CH2:22][O:13]2)[CH2:5][CH2:4]3)[CH:19]=[CH:18][CH:17]=1. (7) Given the reactants [Br:1][C:2]1[CH:10]=[CH:9][CH:8]=[C:7]2[C:3]=1[C:4]([CH:11]=[O:12])=[CH:5][NH:6]2.[H-].[Na+].[Cl:15][CH2:16][CH2:17]I.C(OCC)(=O)C, predict the reaction product. The product is: [Br:1][C:2]1[CH:10]=[CH:9][CH:8]=[C:7]2[C:3]=1[C:4]([CH:11]=[O:12])=[CH:5][N:6]2[CH2:17][CH2:16][Cl:15].